Regression. Given two drug SMILES strings and cell line genomic features, predict the synergy score measuring deviation from expected non-interaction effect. From a dataset of NCI-60 drug combinations with 297,098 pairs across 59 cell lines. (1) Drug 1: CCCS(=O)(=O)NC1=C(C(=C(C=C1)F)C(=O)C2=CNC3=C2C=C(C=N3)C4=CC=C(C=C4)Cl)F. Cell line: NCI-H226. Drug 2: CCC1=CC2CC(C3=C(CN(C2)C1)C4=CC=CC=C4N3)(C5=C(C=C6C(=C5)C78CCN9C7C(C=CC9)(C(C(C8N6C)(C(=O)OC)O)OC(=O)C)CC)OC)C(=O)OC.C(C(C(=O)O)O)(C(=O)O)O. Synergy scores: CSS=44.1, Synergy_ZIP=0.737, Synergy_Bliss=2.50, Synergy_Loewe=-9.90, Synergy_HSA=1.09. (2) Drug 1: CC1C(C(CC(O1)OC2CC(CC3=C2C(=C4C(=C3O)C(=O)C5=C(C4=O)C(=CC=C5)OC)O)(C(=O)C)O)N)O.Cl. Cell line: NCIH23. Synergy scores: CSS=23.6, Synergy_ZIP=2.69, Synergy_Bliss=4.21, Synergy_Loewe=-14.3, Synergy_HSA=3.83. Drug 2: CCCCCOC(=O)NC1=NC(=O)N(C=C1F)C2C(C(C(O2)C)O)O. (3) Drug 1: C1CC(=O)NC(=O)C1N2CC3=C(C2=O)C=CC=C3N. Drug 2: CC1CCC2CC(C(=CC=CC=CC(CC(C(=O)C(C(C(=CC(C(=O)CC(OC(=O)C3CCCCN3C(=O)C(=O)C1(O2)O)C(C)CC4CCC(C(C4)OC)O)C)C)O)OC)C)C)C)OC. Cell line: HCT-15. Synergy scores: CSS=17.6, Synergy_ZIP=-7.11, Synergy_Bliss=-8.47, Synergy_Loewe=-32.7, Synergy_HSA=-6.35.